This data is from Full USPTO retrosynthesis dataset with 1.9M reactions from patents (1976-2016). The task is: Predict the reactants needed to synthesize the given product. (1) Given the product [CH:11]1([NH:10][CH:8]([C:5]2[CH:6]=[CH:7][C:2]([C:35]3[C:36]4[C:37]5[CH:50]=[CH:49][S:48][C:38]=5[C:39](=[O:47])[NH:40][C:41]=4[CH:42]=[CH:43][C:44]=3[O:45][CH3:46])=[CH:3][CH:4]=2)[CH3:9])[CH2:15][CH2:14][CH2:13][CH2:12]1, predict the reactants needed to synthesize it. The reactants are: Br[C:2]1[CH:7]=[CH:6][C:5]([CH:8]([NH:10][CH:11]2[CH2:15][CH2:14][CH2:13][CH2:12]2)[CH3:9])=[CH:4][CH:3]=1.B1(B2OC(C)(C)C(C)(C)O2)OC(C)(C)C(C)(C)O1.Br[C:35]1[C:36]2[C:37]3[CH:50]=[CH:49][S:48][C:38]=3[C:39](=[O:47])[NH:40][C:41]=2[CH:42]=[CH:43][C:44]=1[O:45][CH3:46]. (2) The reactants are: C[C@H]1CO[C@@]2([O:9][C@H:8]3[CH2:10][C@H:11]4[C@@H:16]5[CH2:17][CH2:18][C@H:19]6[CH2:24][C@@H:23]([OH:25])[CH2:22][CH2:21][C@:20]6([CH3:26])[C@H:15]5[CH2:14][CH2:13][C@:12]4([CH3:27])[C@H:7]3[C@@H:6]2[CH3:28])CC1. Given the product [OH:25][C@H:23]1[CH2:22][CH2:21][C@@:20]2([CH3:26])[C@@H:19]([CH2:18][CH2:17][C@@H:16]3[C@@H:15]2[CH2:14][CH2:13][C@@:12]2([CH3:27])[C@H:11]3[CH2:28][CH:6]=[C:7]2[C:8](=[O:9])[CH3:10])[CH2:24]1, predict the reactants needed to synthesize it. (3) The reactants are: [O:1]=[C:2]([CH2:6][CH3:7])[CH2:3][C:4]#[N:5].CO[CH:10](OC)[N:11]([CH3:13])[CH3:12]. Given the product [CH3:13][N:11]([CH:10]=[C:3]([C:2](=[O:1])[CH2:6][CH3:7])[C:4]#[N:5])[CH3:12], predict the reactants needed to synthesize it.